From a dataset of Full USPTO retrosynthesis dataset with 1.9M reactions from patents (1976-2016). Predict the reactants needed to synthesize the given product. (1) Given the product [CH2:28]([O:1][C:2]1[C:11]2[C:10]([CH3:12])([CH3:13])[CH2:9][CH2:8][C:7]([CH3:14])([CH3:15])[C:6]=2[CH:5]=[CH:4][C:3]=1[C:16]1[CH:17]=[C:18]([CH:22]=[CH:23][C:24]([OH:26])=[O:25])[CH:19]=[CH:20][CH:21]=1)[C:29]1[CH:34]=[CH:33][CH:32]=[CH:31][CH:30]=1, predict the reactants needed to synthesize it. The reactants are: [OH:1][C:2]1[C:11]2[C:10]([CH3:13])([CH3:12])[CH2:9][CH2:8][C:7]([CH3:15])([CH3:14])[C:6]=2[CH:5]=[CH:4][C:3]=1[C:16]1[CH:17]=[C:18]([CH:22]=[CH:23][C:24]([O:26]C)=[O:25])[CH:19]=[CH:20][CH:21]=1.[CH2:28](Br)[C:29]1[CH:34]=[CH:33][CH:32]=[CH:31][CH:30]=1. (2) Given the product [Cl:1][C:2]1[CH:7]=[CH:6][C:5]([C:8]2[N:9]=[C:10]3[CH:15]=[CH:14][CH:13]=[CH:12][N:11]3[C:16]=2[CH2:17][N:18]2[CH2:22][C:21]([NH:9][CH2:8][CH2:16][N:11]([CH3:12])[CH3:10])=[CH:20][C:19]2=[O:25])=[CH:4][CH:3]=1, predict the reactants needed to synthesize it. The reactants are: [Cl:1][C:2]1[CH:7]=[CH:6][C:5]([C:8]2[N:9]=[C:10]3[CH:15]=[CH:14][CH:13]=[CH:12][N:11]3[C:16]=2[CH2:17][N:18]2[CH2:22][C:21](OC)=[CH:20][C:19]2=[O:25])=[CH:4][CH:3]=1. (3) Given the product [C:1]([O:5][C:6]([N:8]1[CH2:13][C@H:12]([O:14][CH2:15][C:16]2[CH:25]=[C:24]([O:26][CH3:27])[C:23]3[C:18](=[CH:19][CH:20]=[CH:21][CH:22]=3)[CH:17]=2)[C@@H:11]([C:28]2[CH:29]=[CH:30][C:31]([O:34][CH2:45][CH2:46][CH2:47][O:48][CH2:49][C:50]3[CH:55]=[C:54]([F:56])[CH:53]=[CH:52][C:51]=3[O:57][CH3:58])=[CH:32][CH:33]=2)[C@H:10]([O:35][CH2:36][C@H:37]2[CH2:41][O:40][C:39]([CH3:43])([CH3:42])[O:38]2)[CH2:9]1)=[O:7])([CH3:4])([CH3:2])[CH3:3], predict the reactants needed to synthesize it. The reactants are: [C:1]([O:5][C:6]([N:8]1[CH2:13][C@H:12]([O:14][CH2:15][C:16]2[CH:25]=[C:24]([O:26][CH3:27])[C:23]3[C:18](=[CH:19][CH:20]=[CH:21][CH:22]=3)[CH:17]=2)[C@@H:11]([C:28]2[CH:33]=[CH:32][C:31]([OH:34])=[CH:30][CH:29]=2)[C@H:10]([O:35][CH2:36][C@H:37]2[CH2:41][O:40][C:39]([CH3:43])([CH3:42])[O:38]2)[CH2:9]1)=[O:7])([CH3:4])([CH3:3])[CH3:2].Cl[CH2:45][CH2:46][CH2:47][O:48][CH2:49][C:50]1[CH:55]=[C:54]([F:56])[CH:53]=[CH:52][C:51]=1[O:57][CH3:58]. (4) The reactants are: [F:1][C:2]1[CH:7]=[CH:6][C:5]([C@@H:8]([NH:10][CH2:11][C:12]([CH3:15])([OH:14])[CH3:13])[CH3:9])=[CH:4][CH:3]=1.[C:16](OCC)(=[O:22])[C:17](OCC)=[O:18]. Given the product [F:1][C:2]1[CH:3]=[CH:4][C:5]([C@@H:8]([N:10]2[CH2:11][C:12]([CH3:15])([CH3:13])[O:14][C:17](=[O:18])[C:16]2=[O:22])[CH3:9])=[CH:6][CH:7]=1, predict the reactants needed to synthesize it. (5) Given the product [Br:1][C:2]1[N:3]=[CH:4][C:5]([CH2:6][N:10]2[CH2:15][CH2:14][O:13][CH2:12][CH2:11]2)=[CH:8][CH:9]=1, predict the reactants needed to synthesize it. The reactants are: [Br:1][C:2]1[CH:9]=[CH:8][C:5]([CH:6]=O)=[CH:4][N:3]=1.[NH:10]1[CH2:15][CH2:14][O:13][CH2:12][CH2:11]1.C(O[BH-](OC(=O)C)OC(=O)C)(=O)C.[Na+]. (6) Given the product [ClH:1].[CH3:29][O:28][CH2:27][CH2:26][O:25][C:17]1[CH:16]=[C:15]([CH:20]=[CH:19][C:18]=1[C:21]([F:22])([F:23])[F:24])[NH2:14], predict the reactants needed to synthesize it. The reactants are: [ClH:1].O1CCOCC1.C(OC(=O)[NH:14][C:15]1[CH:20]=[CH:19][C:18]([C:21]([F:24])([F:23])[F:22])=[C:17]([O:25][CH2:26][CH2:27][O:28][CH3:29])[CH:16]=1)(C)(C)C. (7) Given the product [CH:15]1([N:14]2[C:13]([CH:18]3[CH2:20][CH2:19]3)=[N:12][N:11]=[C:10]2[C:7]([C:5]2[S:6][C:2]([C:22]#[N:23])=[CH:3][CH:4]=2)([CH3:9])[CH3:8])[CH2:17][CH2:16]1, predict the reactants needed to synthesize it. The reactants are: I[C:2]1[S:6][C:5]([C:7]([C:10]2[N:14]([CH:15]3[CH2:17][CH2:16]3)[C:13]([CH:18]3[CH2:20][CH2:19]3)=[N:12][N:11]=2)([CH3:9])[CH3:8])=[CH:4][CH:3]=1.[Cu](C#N)[C:22]#[N:23]. (8) Given the product [CH3:1][C:2]1[CH:7]=[C:6]([CH3:8])[NH:5][C:4](=[O:9])[C:3]=1[CH2:10][NH:11][C:12]([C:14]1[C:15]2[CH:28]=[N:27][N:26]([CH:29]([CH3:31])[CH3:30])[C:16]=2[N:17]=[C:18]([C:20]2[CH2:21][CH2:22][N:23]([S:32]([CH3:35])(=[O:34])=[O:33])[CH2:24][CH:25]=2)[CH:19]=1)=[O:13], predict the reactants needed to synthesize it. The reactants are: [CH3:1][C:2]1[CH:7]=[C:6]([CH3:8])[NH:5][C:4](=[O:9])[C:3]=1[CH2:10][NH:11][C:12]([C:14]1[C:15]2[CH:28]=[N:27][N:26]([CH:29]([CH3:31])[CH3:30])[C:16]=2[N:17]=[C:18]([C:20]2[CH2:21][CH2:22][NH:23][CH2:24][CH:25]=2)[CH:19]=1)=[O:13].[S:32](Cl)([CH3:35])(=[O:34])=[O:33]. (9) Given the product [F:22][C:23]1[CH:30]=[CH:29][C:26]([CH2:27][NH:28][CH2:18][CH2:17][CH2:16][CH2:15][C@@H:10]([CH2:9][C@H:8]([C:5]2[CH:6]=[CH:7][C:2]([F:1])=[CH:3][CH:4]=2)[O:20][CH3:21])[C:11]([O:13][CH3:14])=[O:12])=[CH:25][C:24]=1[CH3:31], predict the reactants needed to synthesize it. The reactants are: [F:1][C:2]1[CH:7]=[CH:6][C:5]([C@H:8]([O:20][CH3:21])[CH2:9][C@H:10]([CH2:15][CH2:16][CH2:17][CH:18]=O)[C:11]([O:13][CH3:14])=[O:12])=[CH:4][CH:3]=1.[F:22][C:23]1[CH:30]=[CH:29][C:26]([CH2:27][NH2:28])=[CH:25][C:24]=1[CH3:31].[BH-](OC(C)=O)(OC(C)=O)OC(C)=O.[Na+].CC(O)=O. (10) Given the product [OH:2][C:3]1[CH:13]=[CH:12][CH:11]=[CH:10][C:4]=1[CH2:5][NH:6][C:7](=[O:9])[CH3:8], predict the reactants needed to synthesize it. The reactants are: C[O:2][C:3]1[CH:13]=[CH:12][CH:11]=[CH:10][C:4]=1[CH2:5][NH:6][C:7](=[O:9])[CH3:8].B(Br)(Br)Br.